Task: Predict the reaction yield, written as a fraction of the theoretical maximum amount of product (1.0 means a 100% yield; for example, 0.34 means a 34% yield).. Dataset: Reaction yield outcomes from USPTO patents with 853,638 reactions (1) The reactants are CN(C(ON1N=NC2C=CC=NC1=2)=[N+](C)C)C.F[P-](F)(F)(F)(F)F.[F:25][C:26]1[CH:27]=[C:28]([NH:37][C:38]([C@H:40]2[C:49]3[C:44](=[CH:45][C:46]([O:50][CH3:51])=[CH:47][CH:48]=3)[CH2:43][CH2:42][NH:41]2)=[O:39])[CH:29]=[C:30]([F:36])[C:31]=1[Si:32]([CH3:35])([CH3:34])[CH3:33].CCN(C(C)C)C(C)C.[C@H:61]1([C:68](O)=[O:69])[CH2:64][C@@H:63]([C:65]([OH:67])=[O:66])[CH2:62]1. The catalyst is CN(C=O)C.O.C(#N)C.O. The product is [F:25][C:26]1[CH:27]=[C:28]([NH:37][C:38]([C@H:40]2[C:49]3[C:44](=[CH:45][C:46]([O:50][CH3:51])=[CH:47][CH:48]=3)[CH2:43][CH2:42][N:41]2[C:68]([C@@H:61]2[CH2:64][C@H:63]([C:65]([OH:67])=[O:66])[CH2:62]2)=[O:69])=[O:39])[CH:29]=[C:30]([F:36])[C:31]=1[Si:32]([CH3:33])([CH3:35])[CH3:34]. The yield is 0.321. (2) The reactants are Cl[C:2]1[CH:7]=[C:6]([CH:8]2[CH2:13][CH2:12][N:11](C(OC(C)(C)C)=O)[CH2:10][CH2:9]2)[CH:5]=[CH:4][N:3]=1.[NH3:21]. The catalyst is [Cu-]=O. The product is [NH:11]1[CH2:12][CH2:13][CH:8]([C:6]2[CH:5]=[CH:4][N:3]=[C:2]([NH2:21])[CH:7]=2)[CH2:9][CH2:10]1. The yield is 0.360.